This data is from Reaction yield outcomes from USPTO patents with 853,638 reactions. The task is: Predict the reaction yield, written as a fraction of the theoretical maximum amount of product (1.0 means a 100% yield; for example, 0.34 means a 34% yield). (1) The reactants are [C:1]([O:5][C:6](=[O:18])[NH:7][C:8]1[CH:17]=[CH:16][CH:15]=[C:14]2[C:9]=1[CH:10]=[CH:11][CH:12]=[N:13]2)([CH3:4])([CH3:3])[CH3:2].C(=O)([O-])[OH:20].[Na+].ClC1C=CC=C(C(OO)=O)C=1. The catalyst is ClCCl. The product is [O-:20][N+:13]1[C:14]2[C:9](=[C:8]([NH:7][C:6](=[O:18])[O:5][C:1]([CH3:4])([CH3:2])[CH3:3])[CH:17]=[CH:16][CH:15]=2)[CH:10]=[CH:11][CH:12]=1. The yield is 0.930. (2) The reactants are [OH:1][C:2]1[CH:11]=[C:10]2[C:5]([C:6]([O:12][C:13]3[CH:14]=[CH:15][C:16]([N:19]([C:28]4[CH:33]=[CH:32][CH:31]=[CH:30][CH:29]=4)[C:20]([C:22]4([C:25]([NH2:27])=[O:26])[CH2:24][CH2:23]4)=[O:21])=[N:17][CH:18]=3)=[CH:7][CH:8]=[N:9]2)=[CH:4][CH:3]=1.CS(O[CH2:39][CH2:40][CH2:41][N:42]1[CH2:48][CH:47]([OH:49])[C:44]2([CH2:46][CH2:45]2)[CH2:43]1)(=O)=O.C([O-])([O-])=O.[Cs+].[Cs+]. The catalyst is CC(N(C)C)=O. The product is [OH:49][CH:47]1[C:44]2([CH2:46][CH2:45]2)[CH2:43][N:42]([CH2:41][CH2:40][CH2:39][O:1][C:2]2[CH:11]=[C:10]3[C:5]([C:6]([O:12][C:13]4[CH:14]=[CH:15][C:16]([N:19]([C:28]5[CH:29]=[CH:30][CH:31]=[CH:32][CH:33]=5)[C:20]([C:22]5([C:25]([NH2:27])=[O:26])[CH2:24][CH2:23]5)=[O:21])=[N:17][CH:18]=4)=[CH:7][CH:8]=[N:9]3)=[CH:4][CH:3]=2)[CH2:48]1. The yield is 0.750. (3) The catalyst is CO. The product is [CH2:1]([O:8][C:9]1[C:10]([CH2:11][NH:19][CH2:20][CH2:21][OH:22])=[C:13]([CH3:18])[CH:14]=[C:15]([CH3:17])[N:16]=1)[C:2]1[CH:7]=[CH:6][CH:5]=[CH:4][CH:3]=1. The reactants are [CH2:1]([O:8][C:9]1[N:16]=[C:15]([CH3:17])[CH:14]=[C:13]([CH3:18])[C:10]=1[CH:11]=O)[C:2]1[CH:7]=[CH:6][CH:5]=[CH:4][CH:3]=1.[NH2:19][CH2:20][CH2:21][OH:22].C([BH3-])#N.[Na+]. The yield is 0.550. (4) The reactants are [CH3:1][C:2]1[CH:3]=[C:4]([NH:9][C:10]([NH:12]C(=O)C2C=CC=CC=2)=[S:11])[CH:5]=[C:6]([CH3:8])[CH:7]=1.C[O-].[Na+]. The catalyst is CO. The product is [CH3:8][C:6]1[CH:5]=[C:4]([NH:9][C:10]([NH2:12])=[S:11])[CH:3]=[C:2]([CH3:1])[CH:7]=1. The yield is 0.510. (5) The reactants are [N:1]([CH2:4][C@H:5]1[CH2:14][CH2:13][C:12]2[C:7](=[C:8]([C:16]3[CH:21]=[CH:20][CH:19]=[CH:18][C:17]=3[C:22]3[CH:27]=[CH:26][CH:25]=[CH:24][CH:23]=3)[CH:9]=[C:10]([F:15])[CH:11]=2)[O:6]1)=[N+]=[N-].C1(P(C2C=CC=CC=2)C2C=CC=CC=2)C=CC=CC=1.[Cl:47]C. The catalyst is C1COCC1.O. The product is [ClH:47].[C:17]1([C:22]2[CH:27]=[CH:26][CH:25]=[CH:24][CH:23]=2)[CH:18]=[CH:19][CH:20]=[CH:21][C:16]=1[C:8]1[CH:9]=[C:10]([F:15])[CH:11]=[C:12]2[C:7]=1[O:6][C@@H:5]([CH2:4][NH2:1])[CH2:14][CH2:13]2. The yield is 0.520. (6) The reactants are [CH3:1][C:2]1[N:7]=[C:6]([C:8]([OH:10])=O)[CH:5]=[CH:4][CH:3]=1.Cl.CN(C)CCCN=C=NCC.[NH2:23][C@@H:24]1[CH2:27][C@H:26]([N:28]2[CH:32]=[C:31]([NH:33][C:34](=[O:46])[CH2:35][C:36]3[C:45]4[C:40](=[CH:41][CH:42]=[CH:43][CH:44]=4)[CH:39]=[CH:38][CH:37]=3)[N:30]=[CH:29]2)[CH2:25]1.[OH-].[Na+]. The catalyst is C(Cl)Cl.CN(C1C=CN=CC=1)C.O. The product is [C:36]1([CH2:35][C:34]([NH:33][C:31]2[N:30]=[CH:29][N:28]([CH:26]3[CH2:27][CH:24]([NH:23][C:8]([C:6]4[CH:5]=[CH:4][CH:3]=[C:2]([CH3:1])[N:7]=4)=[O:10])[CH2:25]3)[CH:32]=2)=[O:46])[C:45]2[C:40](=[CH:41][CH:42]=[CH:43][CH:44]=2)[CH:39]=[CH:38][CH:37]=1. The yield is 0.950.